Predict the reaction yield, written as a fraction of the theoretical maximum amount of product (1.0 means a 100% yield; for example, 0.34 means a 34% yield). From a dataset of Reaction yield outcomes from USPTO patents with 853,638 reactions. The reactants are [Br:1][C:2]1[CH:3]=[C:4]([CH:27]=[CH:28][C:29]=1[I:30])[CH2:5][C@H:6]([NH:19][C:20](=[O:26])[O:21][C:22]([CH3:25])([CH3:24])[CH3:23])[C:7](=O)[NH:8][CH2:9][C:10](=O)[C:11]1[CH:16]=[CH:15][CH:14]=[CH:13][CH:12]=1.C([O-])(=O)C.[NH4+].C[N:37](C)C=O. The catalyst is O. The product is [Br:1][C:2]1[CH:3]=[C:4]([CH2:5][C@H:6]([NH:19][C:20](=[O:26])[O:21][C:22]([CH3:25])([CH3:24])[CH3:23])[C:7]2[NH:37][C:10]([C:11]3[CH:16]=[CH:15][CH:14]=[CH:13][CH:12]=3)=[CH:9][N:8]=2)[CH:27]=[CH:28][C:29]=1[I:30]. The yield is 0.380.